Dataset: Forward reaction prediction with 1.9M reactions from USPTO patents (1976-2016). Task: Predict the product of the given reaction. (1) Given the reactants [F:1][C:2]([F:7])([F:6])[C:3]([OH:5])=[O:4].[F:8][C:9]([F:14])([F:13])[C:10]([OH:12])=[O:11].FC(F)(F)C(O)=O.[NH:22]1[CH2:25][CH:24]([CH2:26][C:27]([NH:29][C:30]2[CH:31]=[CH:32][C:33]3[NH:34][C:35]4[N:51]=[C:39]([NH:40][C:41]5[CH:42]=[N:43][CH:44]=[C:45]([CH:50]=5)[CH2:46][CH2:47][C:48]=2[CH:49]=3)[N:38]=[CH:37][C:36]=4[Cl:52])=[O:28])[CH2:23]1.[C:53]([C:56]1[N:57]=[N:58][NH:59][CH:60]=1)(O)=[O:54], predict the reaction product. The product is: [F:1][C:2]([F:7])([F:6])[C:3]([OH:5])=[O:4].[F:8][C:9]([F:14])([F:13])[C:10]([OH:12])=[O:11].[Cl:52][C:36]1[CH:37]=[N:38][C:39]2[NH:40][C:41]3[CH:42]=[N:43][CH:44]=[C:45]([CH:50]=3)[CH2:46][CH2:47][C:48]3[CH:49]=[C:33]([NH:34][C:35]=1[N:51]=2)[CH:32]=[CH:31][C:30]=3[NH:29][C:27](=[O:28])[CH2:26][CH:24]1[CH2:23][N:22]([C:53]([C:56]2[N:57]=[N:58][NH:59][CH:60]=2)=[O:54])[CH2:25]1. (2) Given the reactants [CH2:1]([O:8][C:9](=[O:32])[NH:10][C:11]1[CH:16]=[CH:15][C:14]([C:17]2[CH2:22][CH2:21][CH:20]([O:23][Si](C(C)(C)C)(C)C)[CH2:19][CH:18]=2)=[CH:13][C:12]=1[F:31])[C:2]1[CH:7]=[CH:6][CH:5]=[CH:4][CH:3]=1.CCCC[N+](CCCC)(CCCC)CCCC.[F-].CO, predict the reaction product. The product is: [CH2:1]([O:8][C:9](=[O:32])[NH:10][C:11]1[CH:16]=[CH:15][C:14]([C:17]2[CH2:22][CH2:21][CH:20]([OH:23])[CH2:19][CH:18]=2)=[CH:13][C:12]=1[F:31])[C:2]1[CH:3]=[CH:4][CH:5]=[CH:6][CH:7]=1. (3) Given the reactants [C:1]([C:4]1[C:13]2[C:8](=[CH:9][CH:10]=[CH:11][CH:12]=2)[C:7](=[O:14])[O:6][C:5]=1[NH:15][C@H:16]([C:19]1[CH:24]=[CH:23][CH:22]=[CH:21][CH:20]=1)[CH2:17][CH3:18])(=O)[CH3:2].[CH:25]1([NH2:30])[CH2:29][CH2:28][CH2:27][CH2:26]1, predict the reaction product. The product is: [C:19]1([C@@H:16]([NH:15][C:5]([C:4]2[C:13]3[C:8](=[CH:9][CH:10]=[CH:11][CH:12]=3)[C:7](=[O:14])[N:30]([CH:25]3[CH2:29][CH2:28][CH2:27][CH2:26]3)[C:1]=2[CH3:2])=[O:6])[CH2:17][CH3:18])[CH:20]=[CH:21][CH:22]=[CH:23][CH:24]=1.